This data is from TCR-epitope binding with 47,182 pairs between 192 epitopes and 23,139 TCRs. The task is: Binary Classification. Given a T-cell receptor sequence (or CDR3 region) and an epitope sequence, predict whether binding occurs between them. (1) The epitope is LEPLVDLPI. The TCR CDR3 sequence is CSVGLPLNTEAFF. Result: 1 (the TCR binds to the epitope). (2) Result: 0 (the TCR does not bind to the epitope). The epitope is FLYNLLTRV. The TCR CDR3 sequence is CASTGGDTSYNEQFF. (3) The epitope is FPPTSFGPL. The TCR CDR3 sequence is CASSSIQATEAFF. Result: 0 (the TCR does not bind to the epitope). (4) The epitope is RPRGEVRFL. The TCR CDR3 sequence is CASSQWAGANNEQFF. Result: 0 (the TCR does not bind to the epitope). (5) The epitope is KLWAQCVQL. The TCR CDR3 sequence is CASSPRDGVTQYF. Result: 1 (the TCR binds to the epitope). (6) The epitope is TVYDPLQPELDSFK. The TCR CDR3 sequence is CAISDSSSGSNEQFF. Result: 0 (the TCR does not bind to the epitope). (7) The TCR CDR3 sequence is CASSYSDGKYEQYF. The epitope is SEPVLKGVKL. Result: 1 (the TCR binds to the epitope). (8) The epitope is MPASWVMRI. The TCR CDR3 sequence is CAAGGDHEQYF. Result: 1 (the TCR binds to the epitope). (9) The epitope is RLRAEAQVK. The TCR CDR3 sequence is CASSTLRVGGRTEAFF. Result: 1 (the TCR binds to the epitope). (10) The epitope is PKYVKQNTLKLAT. The TCR CDR3 sequence is CASSVTPGGTEAFF. Result: 1 (the TCR binds to the epitope).